Dataset: Reaction yield outcomes from USPTO patents with 853,638 reactions. Task: Predict the reaction yield, written as a fraction of the theoretical maximum amount of product (1.0 means a 100% yield; for example, 0.34 means a 34% yield). (1) The reactants are [Cl:1][C:2]1[CH:21]=[C:20]([C:22]([F:25])([F:24])[F:23])[CH:19]=[CH:18][C:3]=1[CH2:4][N:5]1[C:9]([CH2:10][CH2:11][C:12]([OH:14])=O)=[CH:8][C:7]([CH:15]2[CH2:17][CH2:16]2)=[N:6]1.[CH3:26][CH:27]([CH3:34])[CH2:28][CH2:29][S:30]([NH2:33])(=[O:32])=[O:31].N12CCCN=C1CCCCC2.Cl. The catalyst is CN(C)C=O.O. The product is [Cl:1][C:2]1[CH:21]=[C:20]([C:22]([F:24])([F:25])[F:23])[CH:19]=[CH:18][C:3]=1[CH2:4][N:5]1[C:9]([CH2:10][CH2:11][C:12]([NH:33][S:30]([CH2:29][CH2:28][CH:27]([CH3:34])[CH3:26])(=[O:32])=[O:31])=[O:14])=[CH:8][C:7]([CH:15]2[CH2:17][CH2:16]2)=[N:6]1. The yield is 0.310. (2) The reactants are [Cl:1][C:2]1[S:10][C:9]2[S:8](=[O:12])(=[O:11])[NH:7][CH2:6][CH:5]([OH:13])[C:4]=2[CH:3]=1.[H-].[Na+].[Br:16][CH2:17][CH2:18][CH2:19][CH2:20]Br. The catalyst is CN(C)C=O. The product is [Cl:1][C:2]1[S:10][C:9]2[S:8](=[O:11])(=[O:12])[N:7]([CH2:20][CH2:19][CH2:18][CH2:17][Br:16])[CH2:6][CH:5]([OH:13])[C:4]=2[CH:3]=1. The yield is 0.750. (3) The product is [NH2:42][C:40]1[S:41][CH:2]=[C:3]([C:5]2[CH:6]=[C:7]([CH:11]([OH:32])[C:12]3[CH:31]=[CH:30][C:15]([CH2:16][O:17][C:18]4[CH:23]=[CH:22][C:21]([C:24](=[O:27])[CH2:25][CH3:26])=[C:20]([OH:28])[C:19]=4[CH3:29])=[CH:14][CH:13]=3)[CH:8]=[CH:9][CH:10]=2)[N:39]=1. The catalyst is C(O)C. The reactants are Cl[CH2:2][C:3]([C:5]1[CH:6]=[C:7]([CH:11]([O:32]C2CCCCO2)[C:12]2[CH:31]=[CH:30][C:15]([CH2:16][O:17][C:18]3[CH:23]=[CH:22][C:21]([C:24](=[O:27])[CH2:25][CH3:26])=[C:20]([OH:28])[C:19]=3[CH3:29])=[CH:14][CH:13]=2)[CH:8]=[CH:9][CH:10]=1)=O.[NH2:39][C:40]([NH2:42])=[S:41].C1(C)C=CC(S(O)(=O)=O)=CC=1. The yield is 0.520. (4) The yield is 0.960. The reactants are [C:1]([C:5]1[CH:6]=[C:7]([CH:10]=[C:11]([C:14]([CH3:17])([CH3:16])[CH3:15])[C:12]=1[OH:13])[CH:8]=[O:9])([CH3:4])([CH3:3])[CH3:2].C(N(CC)CC)C.[CH2:25]([N:27]=[C:28]=[O:29])[CH3:26].OC1C=CC=CC=1C=O. The product is [CH2:25]([NH:27][C:28]([O:13][C:12]1[C:5]([C:1]([CH3:4])([CH3:3])[CH3:2])=[CH:6][C:7]([CH:8]=[O:9])=[CH:10][C:11]=1[C:14]([CH3:17])([CH3:16])[CH3:15])=[O:29])[CH3:26]. The catalyst is CN(C=O)C. (5) The reactants are [C:1]([C:23]([NH2:25])=O)([C:4]([C:7]([C:10]([C:13]([C:16]([C:19]([F:22])([F:21])[F:20])([F:18])[F:17])([F:15])[F:14])([F:12])[F:11])([F:9])[F:8])([F:6])[F:5])([F:3])[F:2].O=P12OP3(OP(OP(O3)(O1)=O)(=O)O2)=O. No catalyst specified. The product is [C:1]([C:23]#[N:25])([C:4]([C:7]([C:10]([C:13]([C:16]([C:19]([F:20])([F:21])[F:22])([F:18])[F:17])([F:15])[F:14])([F:12])[F:11])([F:9])[F:8])([F:6])[F:5])([F:3])[F:2]. The yield is 0.850. (6) The reactants are C[Al](C)C.[CH3:5][O:6][C:7]1[CH:8]=[C:9]([CH2:15][CH2:16][C:17]2[CH:18]=[C:19]([NH2:22])[NH:20][N:21]=2)[CH:10]=[C:11]([O:13][CH3:14])[CH:12]=1.[CH2:23]([N:25]1[CH2:30][CH2:29][N:28]([C:31]2[CH:40]=[CH:39][C:34]([C:35](OC)=[O:36])=[CH:33][CH:32]=2)[CH2:27][CH2:26]1)[CH3:24].Cl. The catalyst is C1(C)C=CC=CC=1.CO. The product is [CH3:14][O:13][C:11]1[CH:10]=[C:9]([CH2:15][CH2:16][C:17]2[CH:18]=[C:19]([NH:22][C:35](=[O:36])[C:34]3[CH:33]=[CH:32][C:31]([N:28]4[CH2:27][CH2:26][N:25]([CH2:23][CH3:24])[CH2:30][CH2:29]4)=[CH:40][CH:39]=3)[NH:20][N:21]=2)[CH:8]=[C:7]([O:6][CH3:5])[CH:12]=1. The yield is 0.510.